From a dataset of Full USPTO retrosynthesis dataset with 1.9M reactions from patents (1976-2016). Predict the reactants needed to synthesize the given product. Given the product [F:38][C:35]([F:36])([F:37])[C:27]1[CH:26]=[C:25]([CH2:24][CH2:23][C:12]2[CH:13]=[C:14]([OH:15])[C:9](=[O:8])[NH:10][N:11]=2)[CH:30]=[CH:29][C:28]=1[C:31]([F:32])([F:34])[F:33], predict the reactants needed to synthesize it. The reactants are: C([O:8][C:9]1[N:10]=[N:11][C:12](/[CH:23]=[CH:24]/[C:25]2[CH:30]=[CH:29][C:28]([C:31]([F:34])([F:33])[F:32])=[C:27]([C:35]([F:38])([F:37])[F:36])[CH:26]=2)=[CH:13][C:14]=1[O:15]CC1C=CC=CC=1)C1C=CC=CC=1.